From a dataset of NCI-60 drug combinations with 297,098 pairs across 59 cell lines. Regression. Given two drug SMILES strings and cell line genomic features, predict the synergy score measuring deviation from expected non-interaction effect. Drug 1: C1CC2CC3=C(CC1C24CN(S(=O)(=O)N4)CC(F)(F)F)C=CC(=C3)C=CCN5CCC(CC5)C(F)(F)F. Drug 2: CS(=O)(=O)CCNCC1=CC=C(O1)C2=CC3=C(C=C2)N=CN=C3NC4=CC(=C(C=C4)OCC5=CC(=CC=C5)F)Cl. Cell line: HCT116. Synergy scores: CSS=47.3, Synergy_ZIP=3.25, Synergy_Bliss=5.65, Synergy_Loewe=4.35, Synergy_HSA=8.86.